This data is from Forward reaction prediction with 1.9M reactions from USPTO patents (1976-2016). The task is: Predict the product of the given reaction. (1) The product is: [Cl:1][C:2]1[CH:18]=[CH:17][C:5]([CH2:6][C:7]2([C:10]([OH:12])=[O:11])[CH2:9][CH2:8]2)=[C:4]([F:19])[C:3]=1[NH:20][C:21](=[O:36])[C@H:22]([C:29]1[CH:30]=[CH:31][C:32]([Cl:35])=[CH:33][CH:34]=1)[C@@H:23]([CH3:28])[C:24]([F:27])([F:26])[F:25]. Given the reactants [Cl:1][C:2]1[CH:18]=[CH:17][C:5]([CH2:6][C:7]2([C:10]([O:12]C(C)(C)C)=[O:11])[CH2:9][CH2:8]2)=[C:4]([F:19])[C:3]=1[NH:20][C:21](=[O:36])[C@H:22]([C:29]1[CH:34]=[CH:33][C:32]([Cl:35])=[CH:31][CH:30]=1)[C@@H:23]([CH3:28])[C:24]([F:27])([F:26])[F:25].C(O)(C(F)(F)F)=O, predict the reaction product. (2) Given the reactants [Br:1][C:2]1[CH:14]=[C:13]2[C:5]([C:6]3[CH:7]=[CH:8][C:9]([C:22]([O:24][CH3:25])=[O:23])=[CH:10][C:11]=3[N:12]2[CH2:15][CH:16]2[CH2:21][CH2:20][O:19][CH2:18][CH2:17]2)=[C:4]([C:26]#[N:27])[CH:3]=1.C([O-])([O-])=[O:29].[K+].[K+].OO.O, predict the reaction product. The product is: [Br:1][C:2]1[CH:14]=[C:13]2[C:5]([C:6]3[CH:7]=[CH:8][C:9]([C:22]([O:24][CH3:25])=[O:23])=[CH:10][C:11]=3[N:12]2[CH2:15][CH:16]2[CH2:21][CH2:20][O:19][CH2:18][CH2:17]2)=[C:4]([C:26](=[O:29])[NH2:27])[CH:3]=1. (3) Given the reactants [CH3:1][C:2]1[CH2:6][CH2:5][C:4]([CH3:8])([CH3:7])[C:3]=1[CH:9]=O.[F:11][C:12]1[CH:13]=[C:14]([CH:16]=[CH:17][CH:18]=1)[NH2:15].C([BH3-])#N.[Na+].[Cl-].[NH4+], predict the reaction product. The product is: [F:11][C:12]1[CH:13]=[C:14]([CH:16]=[CH:17][CH:18]=1)[NH:15][CH2:9][C:3]1[C:4]([CH3:8])([CH3:7])[CH2:5][CH2:6][C:2]=1[CH3:1]. (4) Given the reactants [F:1][C:2]1[CH:9]=[C:8]([F:10])[CH:7]=[C:6]([O:11][C@H:12]([CH2:14][CH:15]=[CH2:16])[CH3:13])[C:3]=1[CH:4]=[O:5].[H-].[Al+3].[Li+].[H-].[H-].[H-], predict the reaction product. The product is: [F:1][C:2]1[CH:9]=[C:8]([F:10])[CH:7]=[C:6]([O:11][C@H:12]([CH2:14][CH:15]=[CH2:16])[CH3:13])[C:3]=1[CH2:4][OH:5]. (5) Given the reactants [C:1]([O:5][C:6](=[O:19])[NH:7][C@@H:8]([CH:13]1[CH2:18]CCC[CH2:14]1)[C:9](=[O:12])[NH:10][CH3:11])([CH3:4])([CH3:3])[CH3:2].C([SiH]([CH2:25][CH3:26])CC)C.[C:27](O)(C(F)(F)F)=O.[CH3:34][N:35]([C:37]([O:41]N1N=NC2C=CC=NC1=2)=[N+](C)C)C.F[P-](F)(F)(F)(F)F.C(O[C:63]([C@@H:65]1C[C@@H](O)[CH2:67][C@H:66]1C(=O)N[C@:65]1(C(OCC)=O)[CH2:63][C@H:66]1[CH:67]=C)=O)(C)(C)C, predict the reaction product. The product is: [C:1]([O:5][C:6](=[O:19])[NH:7][C@H:8]([C:9](=[O:12])[NH:10][C@@H:11]([CH:26]1[CH2:25][CH2:67][CH2:66][CH2:65][CH2:63]1)[C:37](=[O:41])[NH:35][CH3:34])[C:13]([CH3:14])([CH3:18])[CH3:27])([CH3:2])([CH3:3])[CH3:4].